Dataset: Full USPTO retrosynthesis dataset with 1.9M reactions from patents (1976-2016). Task: Predict the reactants needed to synthesize the given product. (1) Given the product [CH3:1][C:2]1[C:3]([NH:9][C:10]([CH2:11][N:12]2[CH2:13][CH2:14][N:15]([CH2:26][CH:25]([OH:27])[CH2:24][O:23][C:22]3[CH:28]=[CH:29][CH:30]=[CH:31][C:21]=3[O:20][CH3:19])[CH2:16][CH2:17]2)=[O:18])=[C:4]([CH3:8])[CH:5]=[CH:6][CH:7]=1, predict the reactants needed to synthesize it. The reactants are: [CH3:1][C:2]1[CH:7]=[CH:6][CH:5]=[C:4]([CH3:8])[C:3]=1[NH:9][C:10](=[O:18])[CH2:11][N:12]1[CH2:17][CH2:16][NH:15][CH2:14][CH2:13]1.[CH3:19][O:20][C:21]1[CH:31]=[CH:30][CH:29]=[CH:28][C:22]=1[O:23][CH2:24][CH:25]1[O:27][CH2:26]1.O. (2) Given the product [ClH:1].[Cl:1][C:2]1[N:3]([C:11]2[CH:16]=[CH:15][C:14]([O:17][CH2:18][CH2:19][CH2:20][NH:23][CH3:22])=[CH:13][CH:12]=2)[N:4]=[C:5]2[C:10]=1[CH:9]=[CH:8][CH:7]=[CH:6]2, predict the reactants needed to synthesize it. The reactants are: [Cl:1][C:2]1[N:3]([C:11]2[CH:16]=[CH:15][C:14]([O:17][CH2:18][CH2:19][CH2:20]Cl)=[CH:13][CH:12]=2)[N:4]=[C:5]2[C:10]=1[CH:9]=[CH:8][CH:7]=[CH:6]2.[CH3:22][NH2:23]. (3) Given the product [CH3:7][O:8][C:9]1[C:10]([CH3:20])=[C:11]([C:15]([O:18][CH3:19])=[CH:16][CH:17]=1)[C:12]([O:14][C:21]1[CH:26]=[CH:25][CH:24]=[CH:23][CH:22]=1)=[O:13], predict the reactants needed to synthesize it. The reactants are: C(Cl)(=O)C(Cl)=O.[CH3:7][O:8][C:9]1[C:10]([CH3:20])=[C:11]([C:15]([O:18][CH3:19])=[CH:16][CH:17]=1)[C:12]([OH:14])=[O:13].[C:21]1(O)[CH:26]=[CH:25][CH:24]=[CH:23][CH:22]=1.C(N(CC)CC)C. (4) Given the product [CH3:33][N:17]1[N:18]=[N:19][C:15]([CH2:14][CH:11]2[CH2:10][CH2:9][N:8]([C:7]3[CH:6]=[CH:5][C:4]([N:20]4[CH2:24][C@H:23]([CH2:25][NH:26][C:27](=[O:29])[CH3:28])[O:22][C:21]4=[O:30])=[CH:3][C:2]=3[F:1])[CH2:13][CH2:12]2)=[N:16]1, predict the reactants needed to synthesize it. The reactants are: [F:1][C:2]1[CH:3]=[C:4]([N:20]2[CH2:24][CH:23]([CH2:25][NH:26][C:27](=[O:29])[CH3:28])[O:22][C:21]2=[O:30])[CH:5]=[CH:6][C:7]=1[N:8]1[CH2:13][CH2:12][CH:11]([CH2:14][C:15]2[NH:19][N:18]=[N:17][N:16]=2)[CH2:10][CH2:9]1.[H-].[Na+].[CH3:33]I. (5) Given the product [CH3:35][N:36]([CH3:41])[CH2:37][CH2:38][CH2:39][NH:40][C:20]([C:4]1[C:5](=[O:19])[N:6]([C:9]2[CH:14]=[CH:13][CH:12]=[C:11]([C:15]([F:16])([F:18])[F:17])[CH:10]=2)[C:7]([CH3:8])=[C:2]([I:1])[CH:3]=1)=[O:21], predict the reactants needed to synthesize it. The reactants are: [I:1][C:2]1[CH:3]=[C:4]([C:20](O)=[O:21])[C:5](=[O:19])[N:6]([C:9]2[CH:14]=[CH:13][CH:12]=[C:11]([C:15]([F:18])([F:17])[F:16])[CH:10]=2)[C:7]=1[CH3:8].C(N1C=CN=C1)(N1C=CN=C1)=O.[CH3:35][N:36]([CH3:41])[CH2:37][CH2:38][CH2:39][NH2:40].O. (6) Given the product [C:12]([O:11][C:9]([N:6]1[CH2:7][CH2:8][CH:3]([OH:2])[CH2:4][CH2:5]1)=[O:10])([CH3:15])([CH3:14])[CH3:13], predict the reactants needed to synthesize it. The reactants are: Cl.[OH:2][CH:3]1[CH2:8][CH2:7][NH:6][CH2:5][CH2:4]1.[C:9](O[C:9]([O:11][C:12]([CH3:15])([CH3:14])[CH3:13])=[O:10])([O:11][C:12]([CH3:15])([CH3:14])[CH3:13])=[O:10].C(=O)([O-])O.[Na+].